Dataset: Full USPTO retrosynthesis dataset with 1.9M reactions from patents (1976-2016). Task: Predict the reactants needed to synthesize the given product. (1) Given the product [CH3:14][O:13][C:6]1[C:7]([C:8]([OH:10])=[O:9])=[CH:12][C:3]([C:1]([NH2:2])=[O:15])=[CH:4][CH:5]=1, predict the reactants needed to synthesize it. The reactants are: [C:1]([C:3]1[CH:4]=[CH:5][C:6]([O:13][CH3:14])=[C:7]([CH:12]=1)[C:8]([O:10]C)=[O:9])#[N:2].[OH-:15].[Na+].Cl. (2) Given the product [CH2:1]([O:3][C:4]1[NH:8][N:7]=[C:6]([CH2:9][NH:11][CH3:12])[CH:5]=1)[CH3:2], predict the reactants needed to synthesize it. The reactants are: [CH2:1]([O:3][C:4]1[NH:8][N:7]=[C:6]([C:9]([NH:11][CH3:12])=O)[CH:5]=1)[CH3:2].C(C1NN=C(CNC)C=1)(C)C.C(C1C=C(C(NC)=O)NN=1)(C)C. (3) The reactants are: [C:1]([OH:9])(=O)[C:2]1[CH:7]=[CH:6][CH:5]=[N:4][CH:3]=1.C(Cl)(=O)C([Cl:13])=O. Given the product [C:1]([Cl:13])(=[O:9])[C:2]1[CH:7]=[CH:6][CH:5]=[N:4][CH:3]=1, predict the reactants needed to synthesize it. (4) Given the product [Br:1][C:2]1[CH:19]=[CH:18][C:5]([CH2:6][NH2:7])=[C:4]([CH2:20][CH3:21])[CH:3]=1, predict the reactants needed to synthesize it. The reactants are: [Br:1][C:2]1[CH:19]=[CH:18][C:5]([CH2:6][N:7]2C(=O)C3C(=CC=CC=3)C2=O)=[C:4]([CH2:20][CH3:21])[CH:3]=1.NN. (5) Given the product [OH:18][C@H:15]1[CH2:16][CH2:17][C@@:12]([C@H:11]2[CH2:10][CH2:9][C@@:8]3([CH3:22])[C@@H:4]([CH2:5][CH2:6][C:7]3=[CH2:23])[C@@H:3]2[CH2:2][NH:1][C:63](=[O:64])[C:62]2[CH:66]=[CH:67][C:59]([C:58]([F:57])([F:68])[F:69])=[CH:60][CH:61]=2)([CH3:21])[C@@H:13]([CH2:19][OH:20])[CH2:14]1, predict the reactants needed to synthesize it. The reactants are: [NH2:1][CH2:2][C@@H:3]1[C@@H:11]([C@@:12]2([CH3:21])[CH2:17][CH2:16][C@H:15]([OH:18])[CH2:14][C@@H:13]2[CH2:19][OH:20])[CH2:10][CH2:9][C@@:8]2([CH3:22])[C@H:4]1[CH2:5][CH2:6][C:7]2=[CH2:23].C1CN([P+](ON2N=NC3C=CC=CC2=3)(N2CCCC2)N2CCCC2)CC1.F[P-](F)(F)(F)(F)F.[F:57][C:58]([F:69])([F:68])[C:59]1[CH:67]=[CH:66][C:62]([C:63](O)=[O:64])=[CH:61][CH:60]=1.CCN(C(C)C)C(C)C. (6) Given the product [C:8]([O:12][C:13]([NH:14][NH:15][CH2:2][C:3]1[O:7][N:6]=[CH:5][CH:4]=1)=[O:16])([CH3:11])([CH3:10])[CH3:9], predict the reactants needed to synthesize it. The reactants are: Br[CH2:2][C:3]1[O:7][N:6]=[CH:5][CH:4]=1.[C:8]([O:12][C:13](=[O:16])[NH:14][NH2:15])([CH3:11])([CH3:10])[CH3:9].C(=O)([O-])[O-].[Na+].[Na+].